Dataset: Forward reaction prediction with 1.9M reactions from USPTO patents (1976-2016). Task: Predict the product of the given reaction. (1) Given the reactants C(O[CH:4]=[C:5]([C:11]([O:13]CC)=O)[C:6]([O:8][CH2:9][CH3:10])=[O:7])C.[C:16]1([NH:22][NH:23]C(=O)C)[CH:21]=[CH:20][CH:19]=[CH:18][CH:17]=1, predict the reaction product. The product is: [O:13]=[C:11]1[C:5]([C:6]([O:8][CH2:9][CH3:10])=[O:7])=[CH:4][N:22]([C:16]2[CH:21]=[CH:20][CH:19]=[CH:18][CH:17]=2)[NH:23]1. (2) Given the reactants [N:1]1([C:6]2[O:10][C:9]3[C:11]([OH:17])=[C:12]([O:15][CH3:16])[CH:13]=[CH:14][C:8]=3[C:7]=2[C:18](=[O:31])[C:19]2[CH:24]=[C:23]([O:25][CH3:26])[C:22]([O:27][CH3:28])=[C:21]([O:29][CH3:30])[CH:20]=2)[CH:5]=NC=N1.N1C=[CH:35][CH:34]=[CH:33]1, predict the reaction product. The product is: [N:1]1([C:6]2[O:10][C:9]3[C:11]([OH:17])=[C:12]([O:15][CH3:16])[CH:13]=[CH:14][C:8]=3[C:7]=2[C:18](=[O:31])[C:19]2[CH:20]=[C:21]([O:29][CH3:30])[C:22]([O:27][CH3:28])=[C:23]([O:25][CH3:26])[CH:24]=2)[CH:35]=[CH:34][CH:33]=[CH:5]1.